The task is: Predict which catalyst facilitates the given reaction.. This data is from Catalyst prediction with 721,799 reactions and 888 catalyst types from USPTO. Reactant: [CH2:1]([O:8][C:9]1[CH:14]=[CH:13][C:12]([CH2:15][C:16](N(OC)C)=[O:17])=[CH:11][CH:10]=1)[C:2]1[CH:7]=[CH:6][CH:5]=[CH:4][CH:3]=1.[CH2:22]([Mg]Br)[CH2:23][CH3:24]. Product: [CH2:1]([O:8][C:9]1[CH:10]=[CH:11][C:12]([CH2:15][C:16](=[O:17])[CH2:22][CH2:23][CH3:24])=[CH:13][CH:14]=1)[C:2]1[CH:3]=[CH:4][CH:5]=[CH:6][CH:7]=1. The catalyst class is: 1.